This data is from Forward reaction prediction with 1.9M reactions from USPTO patents (1976-2016). The task is: Predict the product of the given reaction. (1) Given the reactants [CH3:1][C:2]1([CH3:16])[C:6]([CH3:8])([CH3:7])[O:5][B:4]([C:9]2[CH:10]=[C:11]([CH:13]=[CH:14][CH:15]=2)[NH2:12])[O:3]1.[F:17][C:18]([F:29])([F:28])[C:19]1[CH:24]=[CH:23][C:22]([N:25]=[C:26]=[O:27])=[CH:21][CH:20]=1, predict the reaction product. The product is: [CH3:8][C:6]1([CH3:7])[C:2]([CH3:16])([CH3:1])[O:3][B:4]([C:9]2[CH:10]=[C:11]([NH:12][C:26]([NH:25][C:22]3[CH:21]=[CH:20][C:19]([C:18]([F:17])([F:28])[F:29])=[CH:24][CH:23]=3)=[O:27])[CH:13]=[CH:14][CH:15]=2)[O:5]1. (2) The product is: [C:1]([O:5][CH2:13][C:14]([C:16]1[CH:17]=[CH:18][C:19]([S:22]([CH3:25])(=[O:24])=[O:23])=[CH:20][CH:21]=1)=[O:15])(=[O:4])[CH2:2][CH3:3]. Given the reactants [C:1]([OH:5])(=[O:4])[CH2:2][CH3:3].C([O-])([O-])=O.[Cs+].[Cs+].Br[CH2:13][C:14]([C:16]1[CH:21]=[CH:20][C:19]([S:22]([CH3:25])(=[O:24])=[O:23])=[CH:18][CH:17]=1)=[O:15], predict the reaction product.